Dataset: NCI-60 drug combinations with 297,098 pairs across 59 cell lines. Task: Regression. Given two drug SMILES strings and cell line genomic features, predict the synergy score measuring deviation from expected non-interaction effect. (1) Drug 1: CN(CCCl)CCCl.Cl. Drug 2: CCC1(C2=C(COC1=O)C(=O)N3CC4=CC5=C(C=CC(=C5CN(C)C)O)N=C4C3=C2)O.Cl. Cell line: MALME-3M. Synergy scores: CSS=16.5, Synergy_ZIP=-7.02, Synergy_Bliss=-2.54, Synergy_Loewe=-0.795, Synergy_HSA=0.221. (2) Drug 2: CN1C(=O)N2C=NC(=C2N=N1)C(=O)N. Drug 1: CC1=C(C=C(C=C1)NC2=NC=CC(=N2)N(C)C3=CC4=NN(C(=C4C=C3)C)C)S(=O)(=O)N.Cl. Cell line: A498. Synergy scores: CSS=-6.25, Synergy_ZIP=3.39, Synergy_Bliss=2.31, Synergy_Loewe=-1.76, Synergy_HSA=-1.47. (3) Drug 1: C1CCN(CC1)CCOC2=CC=C(C=C2)C(=O)C3=C(SC4=C3C=CC(=C4)O)C5=CC=C(C=C5)O. Drug 2: C1CCC(C(C1)N)N.C(=O)(C(=O)[O-])[O-].[Pt+4]. Cell line: COLO 205. Synergy scores: CSS=20.0, Synergy_ZIP=-2.14, Synergy_Bliss=8.53, Synergy_Loewe=-6.36, Synergy_HSA=2.39.